Dataset: Catalyst prediction with 721,799 reactions and 888 catalyst types from USPTO. Task: Predict which catalyst facilitates the given reaction. (1) Reactant: C(OC(=O)[NH:7][CH:8]([CH:46]1[CH2:51][CH2:50][CH2:49][CH2:48][CH2:47]1)[C:9]([N:11]1[CH2:15][CH2:14][CH:13]2[N:16]([C:29](=[O:45])[CH:30]([NH:37]C(OC(C)(C)C)=O)[CH:31]3[CH2:36][CH2:35][CH2:34][CH2:33][CH2:32]3)[CH2:17][CH:18]([C:19]3[C:27]4[C:22](=[CH:23][C:24]([F:28])=[CH:25][CH:26]=4)[NH:21][CH:20]=3)[CH:12]12)=[O:10])(C)(C)C.C(O)(C(F)(F)F)=O. Product: [NH2:7][CH:8]([CH:46]1[CH2:51][CH2:50][CH2:49][CH2:48][CH2:47]1)[C:9]([N:11]1[CH2:15][CH2:14][CH:13]2[N:16]([C:29](=[O:45])[CH:30]([NH2:37])[CH:31]3[CH2:36][CH2:35][CH2:34][CH2:33][CH2:32]3)[CH2:17][CH:18]([C:19]3[C:27]4[C:22](=[CH:23][C:24]([F:28])=[CH:25][CH:26]=4)[NH:21][CH:20]=3)[CH:12]12)=[O:10]. The catalyst class is: 2. (2) Reactant: I[C:2]1[CH:3]=[CH:4][C:5]2[N:6]([CH:8]=[C:9]([NH:11][C:12]([CH:14]3[CH2:19][CH2:18][O:17][CH2:16][CH2:15]3)=[O:13])[N:10]=2)[N:7]=1.[NH2:20][C:21]1[CH:22]=[C:23]([OH:27])[CH:24]=[CH:25][CH:26]=1.C(=O)([O-])[O-].[K+].[K+]. Product: [NH2:20][C:21]1[CH:22]=[C:23]([CH:24]=[CH:25][CH:26]=1)[O:27][C:2]1[CH:3]=[CH:4][C:5]2[N:6]([CH:8]=[C:9]([NH:11][C:12]([CH:14]3[CH2:19][CH2:18][O:17][CH2:16][CH2:15]3)=[O:13])[N:10]=2)[N:7]=1. The catalyst class is: 9. (3) Reactant: [Na].[N:2]1[CH:7]=[CH:6][CH:5]=[CH:4][C:3]=1[SH:8].[C:9]([O:13][C:14](=[O:22])[NH:15][C@@H:16]1[CH2:20][CH2:19][O:18][C:17]1=[O:21])([CH3:12])([CH3:11])[CH3:10]. Product: [C:9]([O:13][C:14]([NH:15][C@@H:16]([CH2:20][CH2:19][S:8][C:3]1[CH:4]=[CH:5][CH:6]=[CH:7][N:2]=1)[C:17]([OH:21])=[O:18])=[O:22])([CH3:12])([CH3:11])[CH3:10]. The catalyst class is: 5. (4) Reactant: [OH:1][C:2]1[CH:15]=[CH:14][C:13]2[C:12](=[O:16])[C:11]3[C:6](=[CH:7][CH:8]=[C:9]([OH:17])[CH:10]=3)[C:5](=[O:18])[C:4]=2[CH:3]=1.[CH2:19]([CH:21]([CH2:24][CH2:25][CH2:26][CH3:27])[CH2:22]Br)[CH3:20].C([O-])([O-])=O.[K+].[K+]. Product: [CH2:19]([CH:21]([CH2:24][CH2:25][CH2:26][CH3:27])[CH2:22][O:1][C:2]1[CH:15]=[CH:14][C:13]2[C:12](=[O:16])[C:11]3[C:6](=[CH:7][CH:8]=[C:9]([O:17][CH2:5][CH:4]([CH2:13][CH3:12])[CH2:3][CH2:2][CH2:15][CH3:14])[CH:10]=3)[C:5](=[O:18])[C:4]=2[CH:3]=1)[CH3:20]. The catalyst class is: 3. (5) Reactant: [CH2:1]([O:8][C:9]1[CH:10]=[CH:11][C:12]2[C:13]3[C:14](=[N:20][N:21]([CH2:23][CH3:24])[CH:22]=3)[C:15](Cl)=[N:16][C:17]=2[CH:18]=1)[C:2]1[CH:7]=[CH:6][CH:5]=[CH:4][CH:3]=1.[NH3:25]. Product: [CH2:1]([O:8][C:9]1[CH:10]=[CH:11][C:12]2[C:13]3[C:14](=[N:20][N:21]([CH2:23][CH3:24])[CH:22]=3)[C:15]([NH2:25])=[N:16][C:17]=2[CH:18]=1)[C:2]1[CH:7]=[CH:6][CH:5]=[CH:4][CH:3]=1. The catalyst class is: 5. (6) Reactant: [C:1]1([C:7]#[CH:8])[CH:6]=[CH:5][CH:4]=[CH:3][CH:2]=1.C([Li])CCC.[CH:14]1([NH:19][C:20]2[CH:25]=[CH:24][C:23]([C:26](=[O:31])[C:27]([F:30])([F:29])[F:28])=[CH:22][CH:21]=2)[CH2:18][CH2:17][CH2:16][CH2:15]1. Product: [CH:14]1([NH:19][C:20]2[CH:25]=[CH:24][C:23]([C:26]([OH:31])([C:8]#[C:7][C:1]3[CH:6]=[CH:5][CH:4]=[CH:3][CH:2]=3)[C:27]([F:29])([F:30])[F:28])=[CH:22][CH:21]=2)[CH2:15][CH2:16][CH2:17][CH2:18]1. The catalyst class is: 1. (7) Reactant: [CH:1]1([S:4][C:5]2[N:6]([C:15]3[CH:20]=[CH:19][C:18]([O:21][CH2:22][C:23]([F:26])([F:25])[F:24])=[CH:17][CH:16]=3)[C:7](=[O:14])[C:8]3[CH:13]=[CH:12][NH:11][C:9]=3[N:10]=2)[CH2:3][CH2:2]1.BrBr.S([O-])([O-])(=[O:31])=S.[Na+].[Na+]. Product: [CH:1]1([S:4][C:5]2[N:6]([C:15]3[CH:20]=[CH:19][C:18]([O:21][CH2:22][C:23]([F:25])([F:24])[F:26])=[CH:17][CH:16]=3)[C:7](=[O:14])[C:8]3[CH2:13][C:12](=[O:31])[NH:11][C:9]=3[N:10]=2)[CH2:3][CH2:2]1. The catalyst class is: 664. (8) Reactant: [CH:1]1([CH2:4][CH2:5][N:6]2[C:11]([OH:12])=[C:10]([C:13]([NH:15][CH2:16][C:17]([OH:19])=[O:18])=[O:14])[C:9](=[O:20])[N:8]([C:21]3[CH:26]=[CH:25][CH:24]=[C:23]([N+:27]([O-:29])=[O:28])[CH:22]=3)[C:7]2=[O:30])[CH2:3][CH2:2]1.C1(CCN2C(=O)CC(=O)N(C3C=CC=C([N+]([O-])=O)C=3)C2=O)CC1.C(N(C(C)C)CC)(C)C.N(CC(OCC)=O)=C=O. Product: [CH:1]1([CH2:4][CH2:5][N:6]2[C:11](=[O:12])[C:10]([C:13]([NH:15][CH2:16][C:17]([OH:19])=[O:18])=[O:14])=[C:9]([OH:20])[N:8]([C:21]3[CH:26]=[CH:25][CH:24]=[C:23]([N+:27]([O-:29])=[O:28])[CH:22]=3)[C:7]2=[O:30])[CH2:3][CH2:2]1. The catalyst class is: 4.